Dataset: Reaction yield outcomes from USPTO patents with 853,638 reactions. Task: Predict the reaction yield, written as a fraction of the theoretical maximum amount of product (1.0 means a 100% yield; for example, 0.34 means a 34% yield). (1) The reactants are [CH3:1][C:2]1[S:3][C:4]([C:8]([OH:10])=O)=[C:5]([CH3:7])[N:6]=1.[NH2:11][C:12]1[CH:13]=[C:14]([CH:31]=[CH:32][C:33]=1[CH3:34])[O:15][C:16]1[CH:17]=[CH:18][C:19]2[N:20]([CH:22]=[C:23]([NH:25][C:26]([CH:28]3[CH2:30][CH2:29]3)=[O:27])[N:24]=2)[N:21]=1.ON1C2C=CC=CC=2N=N1.Cl.C(N=C=NCCCN(C)C)C.C(N(CC)CC)C. The catalyst is CN(C)C=O. The product is [CH:28]1([C:26]([NH:25][C:23]2[N:24]=[C:19]3[CH:18]=[CH:17][C:16]([O:15][C:14]4[CH:31]=[CH:32][C:33]([CH3:34])=[C:12]([NH:11][C:8]([C:4]5[S:3][C:2]([CH3:1])=[N:6][C:5]=5[CH3:7])=[O:10])[CH:13]=4)=[N:21][N:20]3[CH:22]=2)=[O:27])[CH2:29][CH2:30]1. The yield is 0.410. (2) The reactants are [OH:1][CH2:2][CH2:3][C@@H:4]([NH:24][C:25](=[O:31])OC(C)(C)C)[CH2:5][C:6]1[CH:11]=[CH:10][C:9]([C:12]2[N:13]=[C:14]3[C:19]([CH:20]([OH:22])[CH3:21])=[CH:18][CH:17]=[CH:16][N:15]3[CH:23]=2)=[CH:8][CH:7]=1.Cl.O1CCOCC1.C(N(CC)C(C)C)(C)C.[Cl:48][C:49]1[CH:50]=[C:51]([CH:66]=[CH:67][C:68]=1[O:69][CH:70]([CH3:72])[CH3:71])C(OC1C(F)=C(F)C(F)=C(F)C=1F)=O. The yield is 0.530. The product is [Cl:48][C:49]1[CH:50]=[C:51]([CH:66]=[CH:67][C:68]=1[O:69][CH:70]([CH3:72])[CH3:71])[C:25]([NH:24][C@@H:4]([CH2:5][C:6]1[CH:7]=[CH:8][C:9]([C:12]2[N:13]=[C:14]3[C:19]([CH:20]([OH:22])[CH3:21])=[CH:18][CH:17]=[CH:16][N:15]3[CH:23]=2)=[CH:10][CH:11]=1)[CH2:3][CH2:2][OH:1])=[O:31]. The catalyst is O. (3) The reactants are [F:1][C:2]1[CH:7]=[CH:6][C:5]([N:8]2[C:12]([CH:13]=[O:14])=[C:11]([CH3:15])[N:10]=[N:9]2)=[CH:4][CH:3]=1.[BH4-].[Na+].[Cl-].[NH4+]. The catalyst is CO. The product is [F:1][C:2]1[CH:3]=[CH:4][C:5]([N:8]2[C:12]([CH2:13][OH:14])=[C:11]([CH3:15])[N:10]=[N:9]2)=[CH:6][CH:7]=1. The yield is 0.890. (4) The reactants are [CH3:1][O:2][C:3]1[CH:4]=[C:5]2[C:10](=[CH:11][C:12]=1[O:13][CH2:14][CH:15]1[CH2:20][CH2:19][CH2:18][N:17]([CH3:21])[CH2:16]1)[N:9]=[CH:8][NH:7][C:6]2=O.S(Cl)([Cl:25])=O. The catalyst is CN(C=O)C. The yield is 0.910. The product is [Cl:25][C:6]1[C:5]2[C:10](=[CH:11][C:12]([O:13][CH2:14][CH:15]3[CH2:20][CH2:19][CH2:18][N:17]([CH3:21])[CH2:16]3)=[C:3]([O:2][CH3:1])[CH:4]=2)[N:9]=[CH:8][N:7]=1. (5) The reactants are [CH3:1][C:2]1([N:8]2[CH2:13][CH2:12][CH:11]([N:14]3[C@@H:18]4[CH2:19][CH2:20][CH2:21][CH2:22][C@H:17]4[NH:16][C:15]3=[O:23])[CH2:10][CH2:9]2)[CH2:7][CH2:6][NH:5][CH2:4][CH2:3]1.C(N(C(C)C)CC)(C)C.Cl[C:34]([O:36][CH2:37][CH3:38])=[O:35].C([O-])(O)=O.[Na+]. The catalyst is ClCCl. The product is [O:23]=[C:15]1[N:14]([CH:11]2[CH2:12][CH2:13][N:8]([C:2]3([CH3:1])[CH2:7][CH2:6][N:5]([C:34]([O:36][CH2:37][CH3:38])=[O:35])[CH2:4][CH2:3]3)[CH2:9][CH2:10]2)[C@@H:18]2[CH2:19][CH2:20][CH2:21][CH2:22][C@H:17]2[NH:16]1. The yield is 0.490. (6) The reactants are [I:1][C:2]1[CH:3]=[C:4]([CH:8]=[CH:9][C:10]=1[OH:11])[C:5]([OH:7])=[O:6].S(=O)(=O)(O)O.Cl[CH2:18]Cl.C(=O)(O)[O-].[Na+]. The catalyst is CO.C(OCC)(=O)C. The product is [OH:11][C:10]1[CH:9]=[CH:8][C:4]([C:5]([O:7][CH3:18])=[O:6])=[CH:3][C:2]=1[I:1]. The yield is 0.590. (7) The reactants are CC(C[AlH]CC(C)C)C.[Si:10]([O:17][C@H:18]([CH2:36][CH2:37][C@H:38]([CH3:99])[CH2:39][C@H:40]([CH3:98])[C@@H:41]([O:90][Si:91]([C:94]([CH3:97])([CH3:96])[CH3:95])([CH3:93])[CH3:92])[C@@H:42]([CH3:89])/[CH:43]=[CH:44]\[C@@H:45]([O:81][Si:82]([C:85]([CH3:88])([CH3:87])[CH3:86])([CH3:84])[CH3:83])[CH2:46][C@H:47]([O:73][Si:74]([C:77]([CH3:80])([CH3:79])[CH3:78])([CH3:76])[CH3:75])[C@H:48]([CH3:72])/[CH:49]=[CH:50]/[CH2:51][O:52][C:53]([C:66]1[CH:71]=[CH:70][CH:69]=[CH:68][CH:67]=1)([C:60]1[CH:65]=[CH:64][CH:63]=[CH:62][CH:61]=1)[C:54]1[CH:59]=[CH:58][CH:57]=[CH:56][CH:55]=1)[C@@H:19]([C@@H:21]1[C@@H:26]([CH3:27])[CH2:25][O:24][CH:23]([C:28]2[CH:33]=[CH:32][C:31]([O:34][CH3:35])=[CH:30][CH:29]=2)[O:22]1)[CH3:20])([C:13]([CH3:16])([CH3:15])[CH3:14])([CH3:12])[CH3:11]. The catalyst is C(Cl)Cl. The product is [CH3:35][O:34][C:31]1[CH:30]=[CH:29][C:28]([CH2:23][O:22][C@H:21]([C@@H:19]([CH3:20])[C@H:18]([O:17][Si:10]([C:13]([CH3:14])([CH3:15])[CH3:16])([CH3:11])[CH3:12])[CH2:36][CH2:37][C@H:38]([CH3:99])[CH2:39][C@H:40]([CH3:98])[C@@H:41]([O:90][Si:91]([C:94]([CH3:97])([CH3:96])[CH3:95])([CH3:93])[CH3:92])[C@@H:42]([CH3:89])/[CH:43]=[CH:44]\[C@@H:45]([O:81][Si:82]([C:85]([CH3:86])([CH3:87])[CH3:88])([CH3:84])[CH3:83])[CH2:46][C@H:47]([O:73][Si:74]([C:77]([CH3:80])([CH3:79])[CH3:78])([CH3:76])[CH3:75])[C@H:48]([CH3:72])/[CH:49]=[CH:50]/[CH2:51][O:52][C:53]([C:54]2[CH:59]=[CH:58][CH:57]=[CH:56][CH:55]=2)([C:60]2[CH:61]=[CH:62][CH:63]=[CH:64][CH:65]=2)[C:66]2[CH:71]=[CH:70][CH:69]=[CH:68][CH:67]=2)[C@@H:26]([CH3:27])[CH2:25][OH:24])=[CH:33][CH:32]=1. The yield is 0.880. (8) The reactants are [C:1]([CH2:3][C:4]([O:6][CH2:7][CH3:8])=[O:5])#[N:2].[F:9][C:10]1[CH:22]=[CH:21][C:13]([CH:14]=[CH:15][C:16]([O:18][CH2:19][CH3:20])=[O:17])=[CH:12][CH:11]=1.[O-]CC.[Na+]. The catalyst is C(O)(=O)C. The product is [C:1]([CH:3]([CH:14]([C:13]1[CH:12]=[CH:11][C:10]([F:9])=[CH:22][CH:21]=1)[CH2:15][C:16]([O:18][CH2:19][CH3:20])=[O:17])[C:4]([O:6][CH2:7][CH3:8])=[O:5])#[N:2]. The yield is 0.740. (9) The product is [Cl:1][C:2]1[CH:17]=[CH:16][C:5]2[O:6][CH2:7][C:8]3[CH:15]=[CH:14][CH:13]=[CH:12][C:9]=3[N:10]([C:18](=[O:20])[CH3:19])[CH2:11][C:4]=2[CH:3]=1. The reactants are [Cl:1][C:2]1[CH:17]=[CH:16][C:5]2[O:6][CH2:7][C:8]3[CH:15]=[CH:14][CH:13]=[CH:12][C:9]=3[NH:10][CH2:11][C:4]=2[CH:3]=1.[C:18](OC(=O)C)(=[O:20])[CH3:19].N1C=CC=CC=1. The catalyst is CN(C1C=CN=CC=1)C.C1(C)C=CC=CC=1. The yield is 0.550. (10) The reactants are [C:1]([C:3]1[CH:8]=[CH:7][CH:6]=[CH:5][C:4]=1[C:9]1[CH:14]=[CH:13][C:12]([CH2:15][C:16]2[C:17](=[O:44])[N:18]([C@H:28]3[CH2:33][CH2:32][C@H:31]([O:34][CH:35]([CH2:41][CH:42]=C)[C:36]([O:38][CH2:39][CH3:40])=[O:37])[CH2:30][CH2:29]3)[C:19]3[N:20]([N:25]=[CH:26][N:27]=3)[C:21]=2[CH2:22][CH2:23][CH3:24])=[CH:11][CH:10]=1)#[N:2].I([O-])(=O)(=O)=[O:46].[Na+].CC(C)=O.C(#N)C. The catalyst is [Os](=O)(=O)(=O)=O.O. The product is [C:1]([C:3]1[CH:8]=[CH:7][CH:6]=[CH:5][C:4]=1[C:9]1[CH:10]=[CH:11][C:12]([CH2:15][C:16]2[C:17](=[O:44])[N:18]([C@H:28]3[CH2:29][CH2:30][C@H:31]([O:34][CH:35]([CH2:41][CH2:42][OH:46])[C:36]([O:38][CH2:39][CH3:40])=[O:37])[CH2:32][CH2:33]3)[C:19]3[N:20]([N:25]=[CH:26][N:27]=3)[C:21]=2[CH2:22][CH2:23][CH3:24])=[CH:13][CH:14]=1)#[N:2]. The yield is 0.370.